Dataset: Peptide-MHC class I binding affinity with 185,985 pairs from IEDB/IMGT. Task: Regression. Given a peptide amino acid sequence and an MHC pseudo amino acid sequence, predict their binding affinity value. This is MHC class I binding data. (1) The peptide sequence is RVGIYFGMK. The MHC is HLA-A02:03 with pseudo-sequence HLA-A02:03. The binding affinity (normalized) is 0.0847. (2) The peptide sequence is RPPYSSYGY. The MHC is HLA-B40:02 with pseudo-sequence HLA-B40:02. The binding affinity (normalized) is 0.0847.